This data is from Forward reaction prediction with 1.9M reactions from USPTO patents (1976-2016). The task is: Predict the product of the given reaction. The product is: [CH3:25][N:26]1[CH:30]=[CH:29][N:28]=[C:27]1[CH2:31][N:1]([CH2:2][C:3]1[CH:4]=[CH:5][C:6]([CH2:7][NH:8][C:9]2[CH:14]=[CH:13][C:12]([CH2:15][N:16]([CH2:20][CH2:21][CH3:22])[CH2:17][CH2:18][CH3:19])=[CH:11][CH:10]=2)=[CH:23][CH:24]=1)[CH2:10][C:9]1[N:34]([CH3:33])[CH:6]=[CH:7][N:8]=1. Given the reactants [NH2:1][CH2:2][C:3]1[CH:24]=[CH:23][C:6]([CH2:7][NH:8][C:9]2[CH:14]=[CH:13][C:12]([CH2:15][N:16]([CH2:20][CH2:21][CH3:22])[CH2:17][CH2:18][CH3:19])=[CH:11][CH:10]=2)=[CH:5][CH:4]=1.[CH3:25][N:26]1[CH:30]=[CH:29][N:28]=[C:27]1[CH:31]=O.[C:33]([BH3-])#[N:34].[Na+].[OH-].[Na+], predict the reaction product.